From a dataset of Reaction yield outcomes from USPTO patents with 853,638 reactions. Predict the reaction yield, written as a fraction of the theoretical maximum amount of product (1.0 means a 100% yield; for example, 0.34 means a 34% yield). The reactants are [CH2:1]([O:8][C:9]1[CH:14]=[CH:13][C:12]([OH:15])=[C:11]([Br:16])[CH:10]=1)[C:2]1[CH:7]=[CH:6][CH:5]=[CH:4][CH:3]=1.C([O-])([O-])=O.[Cs+].[Cs+].Br[C:24]([CH3:31])([CH3:30])[C:25]([O:27][CH2:28][CH3:29])=[O:26]. The catalyst is CN(C=O)C. The product is [CH2:28]([O:27][C:25](=[O:26])[C:24]([O:15][C:12]1[CH:13]=[CH:14][C:9]([O:8][CH2:1][C:2]2[CH:3]=[CH:4][CH:5]=[CH:6][CH:7]=2)=[CH:10][C:11]=1[Br:16])([CH3:31])[CH3:30])[CH3:29]. The yield is 0.350.